This data is from Catalyst prediction with 721,799 reactions and 888 catalyst types from USPTO. The task is: Predict which catalyst facilitates the given reaction. (1) Reactant: Cl.Cl.[Cl:3][C:4]1[C:5]([CH:15]([S:24]([C:27]2[CH:32]=[CH:31][C:30]([Cl:33])=[CH:29][CH:28]=2)(=[O:26])=[O:25])[C:16]2[CH:21]=[C:20]([F:22])[CH:19]=[CH:18][C:17]=2[F:23])=[CH:6][C:7]([NH:10][CH2:11][CH2:12][CH2:13][NH2:14])=[N:8][CH:9]=1.N1C=CC=CC=1.[C:40](OC(=O)C)(=[O:42])[CH3:41]. Product: [Cl:3][C:4]1[C:5]([CH:15]([S:24]([C:27]2[CH:28]=[CH:29][C:30]([Cl:33])=[CH:31][CH:32]=2)(=[O:25])=[O:26])[C:16]2[CH:21]=[C:20]([F:22])[CH:19]=[CH:18][C:17]=2[F:23])=[CH:6][C:7]([NH:10][CH2:11][CH2:12][CH2:13][NH:14][C:40](=[O:42])[CH3:41])=[N:8][CH:9]=1. The catalyst class is: 2. (2) Reactant: C[Si]([N:5]=[N+:6]=[N-:7])(C)C.C([Sn](=O)CCCC)CCC.[CH2:18]([N:25]1[C:30]([CH3:31])=[CH:29][C:28]([CH2:32][CH2:33][CH2:34][CH3:35])=[C:27]([CH2:36][C:37]2[CH:42]=[CH:41][C:40]([C:43]3[C:44]([C:49]#[N:50])=[CH:45][CH:46]=[CH:47][CH:48]=3)=[CH:39][CH:38]=2)[C:26]1=[O:51])[C:19]1[CH:24]=[CH:23][CH:22]=[CH:21][CH:20]=1. Product: [NH:5]1[C:49]([C:44]2[CH:45]=[CH:46][CH:47]=[CH:48][C:43]=2[C:40]2[CH:41]=[CH:42][C:37]([CH2:36][C:27]3[C:26](=[O:51])[N:25]([CH2:18][C:19]4[CH:20]=[CH:21][CH:22]=[CH:23][CH:24]=4)[C:30]([CH3:31])=[CH:29][C:28]=3[CH2:32][CH2:33][CH2:34][CH3:35])=[CH:38][CH:39]=2)=[N:50][N:7]=[N:6]1. The catalyst class is: 11. (3) The catalyst class is: 53. Product: [Br:12][CH2:9][C:8]1[C:3]([O:2][CH3:1])=[N:4][CH:5]=[CH:6][C:7]=1[O:10][CH3:11]. Reactant: [CH3:1][O:2][C:3]1[C:8]([CH3:9])=[C:7]([O:10][CH3:11])[CH:6]=[CH:5][N:4]=1.[Br:12]N1C(=O)CCC1=O. (4) The catalyst class is: 30. Product: [C:18]([C:15]1[CH:16]=[CH:17][C:12]([O:11][CH2:10][C:5]2[CH:6]=[CH:7][CH:8]=[CH:9][C:4]=2[C:3]([OH:21])=[O:2])=[C:13]([F:20])[CH:14]=1)#[N:19]. Reactant: C[O:2][C:3](=[O:21])[C:4]1[CH:9]=[CH:8][CH:7]=[CH:6][C:5]=1[CH2:10][O:11][C:12]1[CH:17]=[CH:16][C:15]([C:18]#[N:19])=[CH:14][C:13]=1[F:20].O.[OH-].[Li+]. (5) Reactant: CS(O)(=O)=O.C(OC([N:13]1[CH2:20][CH2:19][CH2:18][C@@:14]1([CH3:21])[C:15]([OH:17])=[O:16])=O)(C)(C)C.C(N(CC)CC)C. Product: [CH3:21][C@@:14]1([C:15]([OH:17])=[O:16])[CH2:18][CH2:19][CH2:20][NH:13]1. The catalyst class is: 26. (6) Reactant: [Cl:1][C:2]1[CH:3]=[C:4]2[C:9](=[CH:10][C:11]=1[CH:12](O)[C:13]1[S:14][CH:15]=[CH:16][CH:17]=1)[O:8][CH:7]([C:19]([F:22])([F:21])[F:20])[C:6]([C:23]([O:25][CH2:26][CH3:27])=[O:24])=[CH:5]2.C([SiH](CC)CC)C.C(O)(C(F)(F)F)=O.C([O-])(O)=O.[Na+]. Product: [Cl:1][C:2]1[CH:3]=[C:4]2[C:9](=[CH:10][C:11]=1[CH2:12][C:13]1[S:14][CH:15]=[CH:16][CH:17]=1)[O:8][CH:7]([C:19]([F:22])([F:21])[F:20])[C:6]([C:23]([O:25][CH2:26][CH3:27])=[O:24])=[CH:5]2. The catalyst class is: 2. (7) Reactant: C[O:2][C:3](=[O:32])[CH2:4][CH2:5][C:6]12[CH2:13][CH2:12][C:9]([C:14](=O)[NH:15][C:16]3[C:17](=[O:30])[N:18]([CH2:27][CH2:28][CH3:29])[C:19](=[O:26])[N:20]([CH2:23][CH2:24][CH3:25])[C:21]=3[NH2:22])([CH2:10][CH2:11]1)[CH2:8][CH2:7]2.[OH-].[K+].O. Product: [O:26]=[C:19]1[N:20]([CH2:23][CH2:24][CH3:25])[C:21]2[N:22]=[C:14]([C:9]34[CH2:10][CH2:11][C:6]([CH2:5][CH2:4][C:3]([OH:2])=[O:32])([CH2:13][CH2:12]3)[CH2:7][CH2:8]4)[NH:15][C:16]=2[C:17](=[O:30])[N:18]1[CH2:27][CH2:28][CH3:29]. The catalyst class is: 41. (8) Reactant: [Cl:1][C:2]1[CH:7]=[C:6]([C:8]#[C:9][C:10]2[N:11]=[C:12]([CH3:23])[N:13]([C:15]3[CH:20]=[C:19]([F:21])[CH:18]=[C:17]([F:22])[CH:16]=3)[CH:14]=2)[CH:5]=[CH:4][N:3]=1.[CH:24]([N-]C(C)C)(C)C.[Li+].IC. Product: [Cl:1][C:2]1[CH:7]=[C:6]([C:8]#[C:9][C:10]2[N:11]=[C:12]([CH3:23])[N:13]([C:15]3[CH:20]=[C:19]([F:21])[C:18]([CH3:24])=[C:17]([F:22])[CH:16]=3)[CH:14]=2)[CH:5]=[CH:4][N:3]=1. The catalyst class is: 1. (9) The catalyst class is: 56. Reactant: [N:1]1[CH:6]=[CH:5][CH:4]=[C:3]([CH2:7][OH:8])[CH:2]=1.C1N=CN([C:14](N2C=NC=C2)=[O:15])C=1.C1CCN2C(=NCCC2)CC1.[C@H:32]12[CH2:38][C@H:35]([NH:36][CH2:37]1)[CH2:34][N:33]2[C:39]1[N:44]=[CH:43][C:42]([C:45]([O:47][CH2:48][CH3:49])=[O:46])=[CH:41][N:40]=1. Product: [CH2:48]([O:47][C:45]([C:42]1[CH:41]=[N:40][C:39]([N:33]2[CH2:34][C@@H:35]3[CH2:38][C@H:32]2[CH2:37][N:36]3[C:14]([O:8][CH2:7][C:3]2[CH:2]=[N:1][CH:6]=[CH:5][CH:4]=2)=[O:15])=[N:44][CH:43]=1)=[O:46])[CH3:49].